This data is from Full USPTO retrosynthesis dataset with 1.9M reactions from patents (1976-2016). The task is: Predict the reactants needed to synthesize the given product. (1) The reactants are: [CH3:1][S:2]([C:5]1[CH:21]=[CH:20][C:8]([O:9][C:10]2[CH:11]=[C:12]([OH:19])[CH:13]=[C:14]3[C:18]=2[NH:17][N:16]=[CH:15]3)=[CH:7][CH:6]=1)(=[O:4])=[O:3].C(N(CC)CC)C.[C:29](Cl)(=[O:34])[C:30]([CH3:33])([CH3:32])[CH3:31]. Given the product [C:29]([O:19][C:12]1[CH:13]=[C:14]2[C:18](=[C:10]([O:9][C:8]3[CH:20]=[CH:21][C:5]([S:2]([CH3:1])(=[O:3])=[O:4])=[CH:6][CH:7]=3)[CH:11]=1)[NH:17][N:16]=[CH:15]2)(=[O:34])[C:30]([CH3:33])([CH3:32])[CH3:31], predict the reactants needed to synthesize it. (2) Given the product [CH3:22][N:23]1[CH:27]=[C:26]([C:2]2[CH:3]=[C:4]([CH:16]=[C:17]([N+:19]([O-:21])=[O:20])[CH:18]=2)[O:5][CH2:6][CH2:7][NH:8][C:9](=[O:15])[O:10][C:11]([CH3:14])([CH3:13])[CH3:12])[CH:25]=[N:24]1, predict the reactants needed to synthesize it. The reactants are: Br[C:2]1[CH:3]=[C:4]([CH:16]=[C:17]([N+:19]([O-:21])=[O:20])[CH:18]=1)[O:5][CH2:6][CH2:7][NH:8][C:9](=[O:15])[O:10][C:11]([CH3:14])([CH3:13])[CH3:12].[CH3:22][N:23]1[CH:27]=[CH:26][C:25](B2OC(C)(C)C(C)(C)O2)=[N:24]1.C([O-])([O-])=O.[Na+].[Na+]. (3) Given the product [NH2:49][C:47](=[O:48])[CH2:46][N:34]([C:29]1[CH:28]=[C:27]2[C:32]([CH:33]=[C:25]([C:23]([NH:22][C:18]3[CH:19]=[CH:20][CH:21]=[C:16]([C:13]([C:4]4[CH:5]=[C:6]([O:8][C:9]([F:10])([F:12])[F:11])[CH:7]=[C:2]([OH:1])[CH:3]=4)([CH3:15])[CH3:14])[CH:17]=3)=[O:24])[NH:26]2)=[CH:31][CH:30]=1)[S:35]([CH3:38])(=[O:36])=[O:37].[NH2:49][C:47](=[O:48])[CH2:46][O:1][C:2]1[CH:3]=[C:4]([C:13]([C:16]2[CH:17]=[C:18]([NH:22][C:23]([C:25]3[NH:26][C:27]4[C:32]([CH:33]=3)=[CH:31][CH:30]=[C:29]([N:34]([CH2:39][C:54]([NH2:52])=[O:55])[S:35]([CH3:38])(=[O:36])=[O:37])[CH:28]=4)=[O:24])[CH:19]=[CH:20][CH:21]=2)([CH3:15])[CH3:14])[CH:5]=[C:6]([O:8][C:9]([F:10])([F:12])[F:11])[CH:7]=1, predict the reactants needed to synthesize it. The reactants are: [OH:1][C:2]1[CH:3]=[C:4]([C:13]([C:16]2[CH:17]=[C:18]([NH:22][C:23]([C:25]3[NH:26][C:27]4[C:32]([CH:33]=3)=[CH:31][CH:30]=[C:29]([NH:34][S:35]([CH3:38])(=[O:37])=[O:36])[CH:28]=4)=[O:24])[CH:19]=[CH:20][CH:21]=2)([CH3:15])[CH3:14])[CH:5]=[C:6]([O:8][C:9]([F:12])([F:11])[F:10])[CH:7]=1.[C:39]([O-])([O-])=O.[K+].[K+].I[CH2:46][C:47]([NH2:49])=[O:48].O.C[N:52]([CH:54]=[O:55])C. (4) Given the product [CH:1]1([N:7]2[C:11]([C:12]3[CH:17]=[CH:16][C:15]([F:18])=[CH:14][CH:13]=3)=[C:10]([C:19](=[S:31])[NH2:21])[CH:9]=[N:8]2)[CH2:6][CH2:5][CH2:4][CH2:3][CH2:2]1, predict the reactants needed to synthesize it. The reactants are: [CH:1]1([N:7]2[C:11]([C:12]3[CH:17]=[CH:16][C:15]([F:18])=[CH:14][CH:13]=3)=[C:10]([C:19]([NH2:21])=O)[CH:9]=[N:8]2)[CH2:6][CH2:5][CH2:4][CH2:3][CH2:2]1.COC1C=CC(P2(SP(C3C=CC(OC)=CC=3)(=S)S2)=[S:31])=CC=1. (5) Given the product [C:28]([C:26]1[O:27][C:23]2[CH:22]=[CH:21][C:20]([NH:19][C:14]3[N:13]=[C:12]([NH:11][C:8]4[CH:9]=[CH:10][CH:5]=[C:6]([OH:33])[CH:7]=4)[C:17]([F:18])=[CH:16][N:15]=3)=[CH:31][C:24]=2[CH:25]=1)([OH:30])=[O:29], predict the reactants needed to synthesize it. The reactants are: C([C:5]1[CH:10]=[CH:9][C:8]([NH:11][C:12]2[C:17]([F:18])=[CH:16][N:15]=[C:14]([NH:19][C:20]3[CH:21]=[CH:22][C:23]4[O:27][CH:26]([C:28]([OH:30])=[O:29])[CH2:25][C:24]=4[CH:31]=3)[N:13]=2)=[CH:7][CH:6]=1)(C)(C)C.[Li+].[OH-:33].